From a dataset of Full USPTO retrosynthesis dataset with 1.9M reactions from patents (1976-2016). Predict the reactants needed to synthesize the given product. (1) Given the product [CH2:19]([O:18][C:16]([NH:15][C@H:9]1[C:8]2[C:13](=[CH:14][C:5]([C:3]([OH:4])=[O:2])=[CH:6][CH:7]=2)[S:12][CH2:11][CH2:10]1)=[O:17])[C:20]1[CH:25]=[CH:24][CH:23]=[CH:22][CH:21]=1, predict the reactants needed to synthesize it. The reactants are: C[O:2][C:3]([C:5]1[CH:14]=[C:13]2[C:8]([C@H:9]([NH:15][C:16]([O:18][CH2:19][C:20]3[CH:25]=[CH:24][CH:23]=[CH:22][CH:21]=3)=[O:17])[CH2:10][CH2:11][S:12]2)=[CH:7][CH:6]=1)=[O:4].C(=O)([O-])[O-].[K+].[K+]. (2) Given the product [CH3:23][N:24]([CH3:26])[CH:25]=[C:11]1[C:10](=[O:15])[CH:9]([C:5]2[CH:6]=[CH:7][CH:8]=[C:3]([C:2]([F:16])([F:17])[F:1])[CH:4]=2)[CH2:14][CH2:13][CH2:12]1, predict the reactants needed to synthesize it. The reactants are: [F:1][C:2]([F:17])([F:16])[C:3]1[CH:4]=[C:5]([CH:9]2[CH2:14][CH2:13][CH2:12][CH2:11][C:10]2=[O:15])[CH:6]=[CH:7][CH:8]=1.C(O[CH:23](N(C)C)[N:24]([CH3:26])[CH3:25])(C)(C)C. (3) Given the product [C:18]([O:22][C:23]([N:25]1[CH2:30][CH2:29][CH:28]([N:31]([C:13](=[O:15])[C:12]2[CH:11]=[CH:10][C:9]([C:8]3[CH:7]=[CH:6][N:5]=[CH:4][C:3]=3[C:1]#[N:2])=[CH:17][CH:16]=2)[CH:32]2[CH2:33][CH2:34]2)[CH2:27][CH2:26]1)=[O:24])([CH3:21])([CH3:19])[CH3:20], predict the reactants needed to synthesize it. The reactants are: [C:1]([C:3]1[CH:4]=[N:5][CH:6]=[CH:7][C:8]=1[C:9]1[CH:17]=[CH:16][C:12]([C:13]([OH:15])=O)=[CH:11][CH:10]=1)#[N:2].[C:18]([O:22][C:23]([N:25]1[CH2:30][CH2:29][CH:28]([NH:31][CH:32]2[CH2:34][CH2:33]2)[CH2:27][CH2:26]1)=[O:24])([CH3:21])([CH3:20])[CH3:19]. (4) Given the product [C:1]([O:9][CH2:21][CH2:16][CH2:17][CH3:18])(=[O:8])[C:2]([CH2:4][C:5]([O:7][CH2:10][CH2:11][CH2:12][CH3:13])=[O:6])=[CH2:3], predict the reactants needed to synthesize it. The reactants are: [C:1]([OH:9])(=[O:8])[C:2]([CH2:4][C:5]([OH:7])=[O:6])=[CH2:3].[CH2:10](O)[CH2:11][CH2:12][CH3:13].O.[C:16]1(C)[CH:21]=CC(S(O)(=O)=O)=[CH:18][CH:17]=1. (5) The reactants are: [C:1]1([S:7]([C:10]2[CH:11]=[CH:12][C:13]([C:41]([F:44])([F:43])[F:42])=[C:14]([S:16]([NH:19][CH:20]3[CH2:25][CH2:24][N:23]([C:26]([CH:28]4[CH2:33][CH2:32][N:31](C(OC(C)(C)C)=O)[CH2:30][CH2:29]4)=[O:27])[CH2:22][CH2:21]3)(=[O:18])=[O:17])[CH:15]=2)(=[O:9])=[O:8])[CH:6]=[CH:5][CH:4]=[CH:3][CH:2]=1.Cl. Given the product [C:1]1([S:7]([C:10]2[CH:11]=[CH:12][C:13]([C:41]([F:42])([F:44])[F:43])=[C:14]([S:16]([NH:19][CH:20]3[CH2:21][CH2:22][N:23]([C:26]([CH:28]4[CH2:33][CH2:32][NH:31][CH2:30][CH2:29]4)=[O:27])[CH2:24][CH2:25]3)(=[O:17])=[O:18])[CH:15]=2)(=[O:8])=[O:9])[CH:2]=[CH:3][CH:4]=[CH:5][CH:6]=1, predict the reactants needed to synthesize it.